From a dataset of Full USPTO retrosynthesis dataset with 1.9M reactions from patents (1976-2016). Predict the reactants needed to synthesize the given product. (1) Given the product [Cl:24][C:21]1[CH:20]=[CH:19][C:18]([C:12]2[C:11]3[CH2:10][CH2:9][NH:8][CH2:17][CH2:16][C:15]=3[N:14]([CH:26]3[CH2:31][CH2:30][O:29][CH2:28][CH2:27]3)[N:13]=2)=[CH:23][CH:22]=1, predict the reactants needed to synthesize it. The reactants are: C(OC([N:8]1[CH2:17][CH2:16][C:15]2[NH:14][N:13]=[C:12]([C:18]3[CH:23]=[CH:22][C:21]([Cl:24])=[CH:20][CH:19]=3)[C:11]=2[CH2:10][CH2:9]1)=O)(C)(C)C.Cl[CH:26]1[CH2:31][CH2:30][O:29][CH2:28][CH2:27]1.ClC1C=CC(C2C3CCNCCC=3NN2C2CCOCC2)=CC=1. (2) Given the product [Br:8][C:9]1[CH:19]=[CH:18][C:12]([O:13][CH2:14][CH:15]([OH:16])[CH2:17][CH2:7][C:4]2[CH:5]=[CH:6][N:1]=[CH:2][CH:3]=2)=[CH:11][CH:10]=1, predict the reactants needed to synthesize it. The reactants are: [N:1]1[CH:6]=[CH:5][C:4]([CH3:7])=[CH:3][CH:2]=1.[Br:8][C:9]1[CH:19]=[CH:18][C:12]([O:13][CH2:14][CH:15]2[CH2:17][O:16]2)=[CH:11][CH:10]=1. (3) Given the product [CH3:28][N:25]1[C:26]2[CH:27]=[C:19]([N:12]3[CH:13]=[CH:14][C:9]([C:6]4[N:7]=[CH:8][C:3]([C:2]([F:1])([F:16])[F:17])=[CH:4][N:5]=4)=[CH:10][C:11]3=[O:15])[CH:20]=[CH:21][C:22]=2[C:23]2[CH2:32][N:31]([C:33]([O:35][C:36]([CH3:39])([CH3:38])[CH3:37])=[O:34])[CH2:30][CH2:29][C:24]1=2, predict the reactants needed to synthesize it. The reactants are: [F:1][C:2]([F:17])([F:16])[C:3]1[CH:4]=[N:5][C:6]([C:9]2[CH:14]=[CH:13][NH:12][C:11](=[O:15])[CH:10]=2)=[N:7][CH:8]=1.Br[C:19]1[CH:20]=[CH:21][C:22]2[C:23]3[CH2:32][N:31]([C:33]([O:35][C:36]([CH3:39])([CH3:38])[CH3:37])=[O:34])[CH2:30][CH2:29][C:24]=3[N:25]([CH3:28])[C:26]=2[CH:27]=1.